The task is: Predict the reactants needed to synthesize the given product.. This data is from Full USPTO retrosynthesis dataset with 1.9M reactions from patents (1976-2016). (1) Given the product [CH3:1][O:2][C:3](=[O:16])[CH:4]=[CH:5][C:6]1[CH:11]=[CH:10][CH:9]=[C:8]([S:12](=[O:14])(=[O:13])[NH:22][C:21]2[CH:23]=[CH:24][C:18]([CH3:17])=[CH:19][CH:20]=2)[CH:7]=1, predict the reactants needed to synthesize it. The reactants are: [CH3:1][O:2][C:3](=[O:16])[CH:4]=[CH:5][C:6]1[CH:11]=[CH:10][CH:9]=[C:8]([S:12](Cl)(=[O:14])=[O:13])[CH:7]=1.[CH3:17][C:18]1[CH:24]=[CH:23][C:21]([NH2:22])=[CH:20][CH:19]=1.C([O-])(O)=O.[Na+]. (2) Given the product [O:2]1[CH2:7][CH2:6][N:5]([C:8]([C:10]2[N:11]=[C:12]([C:19]([F:21])([F:22])[F:20])[N:13]3[CH2:18][CH2:17][NH:16][CH2:15][C:14]=23)=[O:9])[CH2:4][CH2:3]1, predict the reactants needed to synthesize it. The reactants are: Cl.[O:2]1[CH2:7][CH2:6][N:5]([C:8]([C:10]2[N:11]=[C:12]([C:19]([F:22])([F:21])[F:20])[N:13]3[CH2:18][CH2:17][NH:16][CH2:15][C:14]=23)=[O:9])[CH2:4][CH2:3]1.C(=O)([O-])[O-].[K+].[K+]. (3) Given the product [CH:35]1[C:36]2[CH:24]([CH2:23][O:22][C:21]([NH:20][C@@H:19]([CH2:18][S:17][CH2:16][C@H:15]([O:14][C:1](=[O:13])[CH2:2][CH2:3][CH2:4][CH2:5][CH2:6][CH2:7][CH2:8][CH2:9][CH2:10][CH2:11][CH3:12])[CH2:45][O:46][CH2:47][CH2:48][CH2:49][CH2:50][CH2:51][CH2:52][CH2:53][CH2:54][CH2:55][CH2:56][CH2:57][CH3:58])[C:38]([OH:40])=[O:39])=[O:37])[C:25]3[C:30](=[CH:29][CH:28]=[CH:27][CH:26]=3)[C:31]=2[CH:32]=[CH:33][CH:34]=1, predict the reactants needed to synthesize it. The reactants are: [C:1]([O:14][C@H:15]([CH2:45][O:46][CH2:47][CH2:48][CH2:49][CH2:50][CH2:51][CH2:52][CH2:53][CH2:54][CH2:55][CH2:56][CH2:57][CH3:58])[CH2:16][S:17][CH2:18][C@@H:19]([C:38]([O:40]C(C)(C)C)=[O:39])[NH:20][C:21](=[O:37])[O:22][CH2:23][CH:24]1[C:36]2[CH:35]=[CH:34][CH:33]=[CH:32][C:31]=2[C:30]2[C:25]1=[CH:26][CH:27]=[CH:28][CH:29]=2)(=[O:13])[CH2:2][CH2:3][CH2:4][CH2:5][CH2:6][CH2:7][CH2:8][CH2:9][CH2:10][CH2:11][CH3:12]. (4) Given the product [I:20][C:21]1[CH:26]=[C:25]([N:13]2[C:11]3=[N:12][C:7]([N:1]4[CH2:2][CH2:3][O:4][CH2:5][CH2:6]4)=[CH:8][CH:9]=[C:10]3[C:15]([C:16]([O:18][CH3:19])=[O:17])=[N:14]2)[CH:24]=[CH:23][CH:22]=1, predict the reactants needed to synthesize it. The reactants are: [N:1]1([C:7]2[N:12]=[C:11]3[NH:13][N:14]=[C:15]([C:16]([O:18][CH3:19])=[O:17])[C:10]3=[CH:9][CH:8]=2)[CH2:6][CH2:5][O:4][CH2:3][CH2:2]1.[I:20][C:21]1[CH:22]=[C:23](B(O)O)[CH:24]=[CH:25][CH:26]=1. (5) Given the product [F:13][C:11]1[CH:10]=[CH:9][C:8]([C:14](=[S:29])[NH:15][CH2:16][C:17]2[S:18][C:19]3[C:25]([F:26])=[CH:24][C:23]([F:27])=[C:22]([F:28])[C:20]=3[N:21]=2)=[C:7]([CH:12]=1)[O:6][CH2:5][C:4]([OH:30])=[O:3], predict the reactants needed to synthesize it. The reactants are: C([O:3][C:4](=[O:30])[CH2:5][O:6][C:7]1[CH:12]=[C:11]([F:13])[CH:10]=[CH:9][C:8]=1[C:14](=[S:29])[NH:15][CH2:16][C:17]1[S:18][C:19]2[C:25]([F:26])=[CH:24][C:23]([F:27])=[C:22]([F:28])[C:20]=2[N:21]=1)C.[OH-].[Na+]. (6) Given the product [Cl:13][C:10]1[CH:11]=[CH:12][C:7]2[N:8]([C:14]([CH3:15])=[C:5]([C:3]([NH2:16])=[O:2])[N:6]=2)[N:9]=1, predict the reactants needed to synthesize it. The reactants are: C[O:2][C:3]([C:5]1[N:6]=[C:7]2[CH:12]=[CH:11][C:10]([Cl:13])=[N:9][N:8]2[C:14]=1[CH3:15])=O.[NH3:16]. (7) Given the product [F:1][C:2]1[CH:3]=[C:4]([CH:5]=[CH:6][C:7]=1[C:8]1[S:9][C:10]2[C:15]([N:16]=1)=[CH:14][CH:13]=[C:12]([C:17]1([C:20]3[CH:21]=[CH:22][CH:23]=[CH:24][CH:25]=3)[CH2:18][CH2:19]1)[N:11]=2)[CH2:26][O:27][CH2:28][C:29]([OH:31])=[O:30], predict the reactants needed to synthesize it. The reactants are: [F:1][C:2]1[CH:3]=[C:4]([CH2:26][O:27][CH2:28][C:29]([O:31]C)=[O:30])[CH:5]=[CH:6][C:7]=1[C:8]1[S:9][C:10]2[C:15]([N:16]=1)=[CH:14][CH:13]=[C:12]([C:17]1([C:20]3[CH:25]=[CH:24][CH:23]=[CH:22][CH:21]=3)[CH2:19][CH2:18]1)[N:11]=2.[OH-].[Li+]. (8) Given the product [C:22]([C:2]1[C:3](=[O:17])[NH:4][C:5](=[O:16])[N:6]([CH:15]=1)[C@@H:7]1[O:14][C@H:11]([CH2:12][OH:13])[C@@H:9]([OH:10])[CH2:8]1)#[CH:23], predict the reactants needed to synthesize it. The reactants are: I[C:2]1[C:3](=[O:17])[NH:4][C:5](=[O:16])[N:6]([CH:15]=1)[C@@H:7]1[O:14][C@H:11]([CH2:12][OH:13])[C@@H:9]([OH:10])[CH2:8]1.C[Si]([C:22]#[CH:23])(C)C.C[O-].[Na+]. (9) Given the product [NH2:4][C@H:5]([C:13]([OH:15])=[O:14])[CH2:6][C:7]1[CH:12]=[CH:11][CH:10]=[CH:9][CH:8]=1.[Ce:3], predict the reactants needed to synthesize it. The reactants are: OO.[Ce:3].[NH2:4][C@H:5]([C:13]([OH:15])=[O:14])[CH2:6][C:7]1[CH:12]=[CH:11][CH:10]=[CH:9][CH:8]=1. (10) Given the product [Cl:1][C:2]1[CH:3]=[C:4]([N:9]2[C:13](=[O:14])[C:12](=[O:15])[NH:11][C:10]2=[N:23][C:22]([NH:21][CH:18]([CH3:20])[CH3:19])=[N:24][C:25]([O:27][C:28]([CH3:29])([CH3:30])[CH3:31])=[O:26])[CH:5]=[CH:6][C:7]=1[Cl:8], predict the reactants needed to synthesize it. The reactants are: [Cl:1][C:2]1[CH:3]=[C:4]([N:9]2[C:13](=[O:14])[C:12](=[O:15])[N:11]=[C:10]2SC)[CH:5]=[CH:6][C:7]=1[Cl:8].[CH:18]([NH:21][C:22]([NH:24][C:25]([O:27][C:28]([CH3:31])([CH3:30])[CH3:29])=[O:26])=[NH:23])([CH3:20])[CH3:19].